This data is from Forward reaction prediction with 1.9M reactions from USPTO patents (1976-2016). The task is: Predict the product of the given reaction. (1) Given the reactants Cl.O1CCOCC1.[Cl:8][C:9]1[CH:48]=[CH:47][CH:46]=[CH:45][C:10]=1[CH2:11][C:12]1[C:13]([C:34]([NH:36][CH:37]([CH3:44])[C:38](OC)(OC)[CH3:39])=[O:35])=[N:14][N:15](COC)[C:16]=1[N:17]1[CH2:22][CH2:21][CH2:20][C@@H:19]([NH:23][C:24](=[O:30])[O:25][C:26]([CH3:29])([CH3:28])[CH3:27])[CH2:18]1.C(=O)([O-])O.[Na+].C(OC(OC(C)(C)C)=O)(OC(C)(C)C)=O, predict the reaction product. The product is: [Cl:8][C:9]1[CH:48]=[CH:47][CH:46]=[CH:45][C:10]=1[CH2:11][C:12]1[C:16]([N:17]2[CH2:22][CH2:21][CH2:20][C@@H:19]([NH:23][C:24](=[O:30])[O:25][C:26]([CH3:29])([CH3:28])[CH3:27])[CH2:18]2)=[N:15][N:14]2[C:38]([CH3:39])=[C:37]([CH3:44])[NH:36][C:34](=[O:35])[C:13]=12. (2) Given the reactants [N:1]1[C:10]2[CH:9]([N:11]([CH2:17][C:18]3[N:22]([CH2:23][O:24][CH2:25][CH2:26][Si:27]([CH3:30])([CH3:29])[CH3:28])[C:21]4[CH:31]=[CH:32][CH:33]=[CH:34][C:20]=4[N:19]=3)[CH2:12][CH2:13][CH2:14][C:15]#[N:16])[CH2:8][CH2:7][CH2:6][C:5]=2[CH:4]=[CH:3][CH:2]=1, predict the reaction product. The product is: [N:1]1[C:10]2[CH:9]([N:11]([CH2:17][C:18]3[N:22]([CH2:23][O:24][CH2:25][CH2:26][Si:27]([CH3:29])([CH3:28])[CH3:30])[C:21]4[CH:31]=[CH:32][CH:33]=[CH:34][C:20]=4[N:19]=3)[CH2:12][CH2:13][CH2:14][CH2:15][NH2:16])[CH2:8][CH2:7][CH2:6][C:5]=2[CH:4]=[CH:3][CH:2]=1. (3) The product is: [OH:34][C:31]1[CH:32]=[CH:33][C:28]([C:13]2[C:14]([C:18]#[N:19])=[CH:15][S:16][CH:17]=2)=[CH:29][CH:30]=1. Given the reactants OCC1C=CC(B(O)O)=CC=1.Br[C:13]1[C:14]([C:18]#[N:19])=[CH:15][S:16][CH:17]=1.CC1(C)C(C)(C)OB([C:28]2[CH:33]=[CH:32][C:31]([OH:34])=[CH:30][CH:29]=2)O1, predict the reaction product. (4) Given the reactants [CH3:1][O:2][C:3]1[CH:4]=[C:5]([C@H:9]([CH2:16][CH3:17])[C@@H:10]([CH3:15])[CH2:11][N:12]([CH3:14])[CH3:13])[CH:6]=[CH:7][CH:8]=1.COC1C=C([C@@H](CC)[C@@H](C)CN(C)C)C=CC=1.B(O)(O)[C@H]1N(C([C@@H](N)C(C)C)=O)CCC1.CS(O)(=O)=O.[ClH:55], predict the reaction product. The product is: [ClH:55].[CH3:1][O:2][C:3]1[CH:4]=[C:5]([C@H:9]([CH2:16][CH3:17])[C@@H:10]([CH3:15])[CH2:11][N:12]([CH3:14])[CH3:13])[CH:6]=[CH:7][CH:8]=1. (5) Given the reactants [CH:1]1([N:7]([CH:11]2[CH2:16][CH2:15][CH2:14][CH2:13][CH2:12]2)[C:8](Cl)=[O:9])[CH2:6][CH2:5][CH2:4][CH2:3][CH2:2]1.[N:17]1[CH:22]=[CH:21][CH:20]=[C:19]([CH2:23][NH:24][C:25]([NH2:27])=[O:26])[CH:18]=1, predict the reaction product. The product is: [CH:1]1([N:7]([CH:11]2[CH2:16][CH2:15][CH2:14][CH2:13][CH2:12]2)[C:8]([NH:27][C:25]([NH:24][CH2:23][C:19]2[CH:18]=[N:17][CH:22]=[CH:21][CH:20]=2)=[O:26])=[O:9])[CH2:6][CH2:5][CH2:4][CH2:3][CH2:2]1.